Dataset: Forward reaction prediction with 1.9M reactions from USPTO patents (1976-2016). Task: Predict the product of the given reaction. (1) The product is: [CH3:13][C@@H:12]1[NH:8][CH2:9][C@@H:10]([CH2:14][N:15]2[C:23]3[C:18](=[CH:19][C:20]([C:24]4[CH:25]=[N:26][N:27]([CH:29]5[CH2:34][CH2:33][CH2:32][CH2:31][O:30]5)[CH:28]=4)=[CH:21][CH:22]=3)[CH:17]=[CH:16]2)[CH2:11]1. Given the reactants C([N:8]1[C@@H:12]([CH3:13])[CH2:11][C@H:10]([CH2:14][N:15]2[C:23]3[C:18](=[CH:19][C:20]([C:24]4[CH:25]=[N:26][N:27]([CH:29]5[CH2:34][CH2:33][CH2:32][CH2:31][O:30]5)[CH:28]=4)=[CH:21][CH:22]=3)[CH:17]=[CH:16]2)[CH2:9]1)C1C=CC=CC=1.C([O-])=O.[NH4+].C(OCC)(=O)C, predict the reaction product. (2) Given the reactants [NH2:1][C:2]1[CH:23]=[CH:22][C:5]([O:6][C:7]2[CH:12]=[CH:11][N:10]=[C:9]([NH:13][C:14]([N:16]3[CH2:21][CH2:20][O:19][CH2:18][CH2:17]3)=[O:15])[CH:8]=2)=[C:4]([F:24])[CH:3]=1.Cl[C:26]1[C:35]2[C:30](=[CH:31][CH:32]=[CH:33][CH:34]=2)[C:29]([C:36]2[CH:41]=[CH:40][CH:39]=[CH:38][CH:37]=2)=[N:28][N:27]=1.CS(C)=O.C[Si]([N-][Si](C)(C)C)(C)C.[Na+], predict the reaction product. The product is: [F:24][C:4]1[CH:3]=[C:2]([NH:1][C:26]2[C:35]3[C:30](=[CH:31][CH:32]=[CH:33][CH:34]=3)[C:29]([C:36]3[CH:41]=[CH:40][CH:39]=[CH:38][CH:37]=3)=[N:28][N:27]=2)[CH:23]=[CH:22][C:5]=1[O:6][C:7]1[CH:12]=[CH:11][N:10]=[C:9]([NH:13][C:14]([N:16]2[CH2:17][CH2:18][O:19][CH2:20][CH2:21]2)=[O:15])[CH:8]=1. (3) Given the reactants C([C@H]1CC[C@H](OC2C=C3C(=CC=2)N=C(CN2CC(C(O)=O)C2)C=C3C(F)(F)F)CC1)(C)(C)C.C[O:35][C:36]([CH:38]1[CH2:41][N:40]([CH2:42][C:43]2[CH:44]=[C:45]3[C:50](=[CH:51][CH:52]=2)[N:49]=[C:48]([O:53][C@H:54]2[CH2:59][CH2:58][C@H:57]([C:60]([CH3:63])([CH3:62])[CH3:61])[CH2:56][CH2:55]2)[CH:47]=[CH:46]3)[CH2:39]1)=[O:37], predict the reaction product. The product is: [C:60]([C@H:57]1[CH2:56][CH2:55][C@H:54]([O:53][C:48]2[CH:47]=[CH:46][C:45]3[C:50](=[CH:51][CH:52]=[C:43]([CH2:42][N:40]4[CH2:41][CH:38]([C:36]([OH:37])=[O:35])[CH2:39]4)[CH:44]=3)[N:49]=2)[CH2:59][CH2:58]1)([CH3:63])([CH3:61])[CH3:62]. (4) The product is: [C:34]([C@@H:33]([NH:32][C:3](=[O:5])[CH:2]([OH:1])[C:6]1[CH:7]=[CH:8][C:9]([C:12]2[N:16]=[C:15]([C:17]3[O:21][N:20]=[C:19]([C:22]4[CH:23]=[CH:24][CH:25]=[CH:26][CH:27]=4)[C:18]=3[C:28]([F:29])([F:30])[F:31])[O:14][N:13]=2)=[CH:10][CH:11]=1)[CH:36]([CH3:38])[CH3:37])#[N:35]. Given the reactants [OH:1][CH:2]([C:6]1[CH:11]=[CH:10][C:9]([C:12]2[N:16]=[C:15]([C:17]3[O:21][N:20]=[C:19]([C:22]4[CH:27]=[CH:26][CH:25]=[CH:24][CH:23]=4)[C:18]=3[C:28]([F:31])([F:30])[F:29])[O:14][N:13]=2)=[CH:8][CH:7]=1)[C:3]([OH:5])=O.[NH2:32][C@@H:33]([CH:36]([CH3:38])[CH3:37])[C:34]#[N:35].C(O)=O.CN1CCOCC1.CN(C(ON1N=NC2C=CC=NC1=2)=[N+](C)C)C.F[P-](F)(F)(F)(F)F, predict the reaction product. (5) Given the reactants C[O:2][C:3](=[O:28])[CH2:4][C:5]1[C:13]2[C:8](=[N:9][CH:10]=[CH:11][CH:12]=2)[N:7]([CH2:14][C:15]2[CH:20]=[CH:19][C:18]([S:21]([CH2:24][CH3:25])(=[O:23])=[O:22])=[CH:17][C:16]=2[Cl:26])[C:6]=1[CH3:27].[OH-].[Na+], predict the reaction product. The product is: [Cl:26][C:16]1[CH:17]=[C:18]([S:21]([CH2:24][CH3:25])(=[O:22])=[O:23])[CH:19]=[CH:20][C:15]=1[CH2:14][N:7]1[C:8]2=[N:9][CH:10]=[CH:11][CH:12]=[C:13]2[C:5]([CH2:4][C:3]([OH:28])=[O:2])=[C:6]1[CH3:27]. (6) Given the reactants [N+:1]([C:4]1[CH:5]=[CH:6][C:7]([S:13][S:13][C:7]2[CH:6]=[CH:5][C:4]([N+:1]([O-:3])=[O:2])=[CH:12][C:8]=2[C:9](O)=[O:10])=[C:8]([CH:12]=1)[C:9](O)=[O:10])([O-:3])=[O:2].S(Cl)(Cl)=O.BrBr.[NH3:33].Cl, predict the reaction product. The product is: [N+:1]([C:4]1[CH:5]=[CH:6][C:7]2[S:13][NH:33][C:9](=[O:10])[C:8]=2[CH:12]=1)([O-:3])=[O:2]. (7) Given the reactants Br[C:2]1[CH:27]=[CH:26][C:5]([O:6][C:7]2[C:8]3[CH:23]=[CH:22][C:21]([O:24][CH3:25])=[CH:20][C:9]=3[S:10][C:11]=2[C:12]2[CH:17]=[CH:16][C:15]([O:18][CH3:19])=[CH:14][CH:13]=2)=[CH:4][CH:3]=1.C(N(CC)CC)C.[CH:35]([C:37]1[N:38]=[CH:39][N:40](C(OC(C)(C)C)=O)[CH:41]=1)=[CH2:36], predict the reaction product. The product is: [CH3:25][O:24][C:21]1[CH:22]=[CH:23][C:8]2[C:7]([O:6][C:5]3[CH:26]=[CH:27][C:2](/[CH:36]=[CH:35]/[C:37]4[N:38]=[CH:39][NH:40][CH:41]=4)=[CH:3][CH:4]=3)=[C:11]([C:12]3[CH:17]=[CH:16][C:15]([O:18][CH3:19])=[CH:14][CH:13]=3)[S:10][C:9]=2[CH:20]=1. (8) Given the reactants [CH:1]1([O:7][C:8]2[C:13]([F:14])=[CH:12][C:11]([CH2:15][OH:16])=[CH:10][C:9]=2[F:17])[CH2:6][CH2:5][CH2:4][CH2:3][CH2:2]1.Cl[C:19]1[CH:30]=[C:23]2[N:24]([CH3:29])[C@@H:25]([CH3:28])[CH2:26][CH2:27][N:22]2[C:21](=[O:31])[N:20]=1, predict the reaction product. The product is: [CH:1]1([O:7][C:8]2[C:9]([F:17])=[CH:10][C:11]([CH2:15][O:16][C:19]3[CH:30]=[C:23]4[N:24]([CH3:29])[C@@H:25]([CH3:28])[CH2:26][CH2:27][N:22]4[C:21](=[O:31])[N:20]=3)=[CH:12][C:13]=2[F:14])[CH2:2][CH2:3][CH2:4][CH2:5][CH2:6]1. (9) The product is: [Br:1][C:2]1[CH:7]=[CH:6][C:5]([C:8]2[S:10][C:15]3[CH:16]([OH:17])[CH2:11][CH2:12][CH2:13][C:14]=3[N:9]=2)=[CH:4][CH:3]=1. Given the reactants [Br:1][C:2]1[CH:7]=[CH:6][C:5]([C:8](=[S:10])[NH2:9])=[CH:4][CH:3]=1.[CH:11]12[O:17][CH:16]1[CH2:15][CH2:14][CH2:13][C:12]2=O, predict the reaction product.